Dataset: Forward reaction prediction with 1.9M reactions from USPTO patents (1976-2016). Task: Predict the product of the given reaction. (1) Given the reactants [Br-].[CH2:2]([O:9][C:10]([CH:12]([P+](C1C=CC=CC=1)(C1C=CC=CC=1)C1C=CC=CC=1)[CH3:13])=[O:11])[C:3]1[CH:8]=[CH:7][CH:6]=[CH:5][CH:4]=1.CC(C)([O-])C.[K+].[C:39]([N:46]1[CH2:52][CH2:51][CH2:50][C@H:47]1[CH:48]=O)([O:41][C:42]([CH3:45])([CH3:44])[CH3:43])=[O:40].C1(P(=O)(C2C=CC=CC=2)C2C=CC=CC=2)C=CC=CC=1, predict the reaction product. The product is: [C:42]([O:41][C:39]([N:46]1[CH2:52][CH2:51][CH2:50][C@H:47]1[CH:48]=[C:12]([C:10]([O:9][CH2:2][C:3]1[CH:4]=[CH:5][CH:6]=[CH:7][CH:8]=1)=[O:11])[CH3:13])=[O:40])([CH3:45])([CH3:43])[CH3:44]. (2) The product is: [NH2:42][C:39]1[N:40]=[CH:41][C:36]([C:25]2[N:24]=[C:23]3[C:28]([N:29]=[C:21]([N:17]4[CH2:18][CH2:19][N:20]([C:55](=[O:59])[C@@H:56]([OH:57])[CH3:58])[C@@H:15]([CH2:13][CH3:14])[CH2:16]4)[N:22]3[CH2:43][C:44]([F:47])([F:46])[F:45])=[C:27]([N:30]3[CH2:31][CH2:32][O:33][CH2:34][CH2:35]3)[N:26]=2)=[CH:37][N:38]=1. Given the reactants Cl.C(N=C=NCCCN(C)C)C.[CH2:13]([C@@H:15]1[NH:20][CH2:19][CH2:18][N:17]([C:21]2[N:22]([CH2:43][C:44]([F:47])([F:46])[F:45])[C:23]3[C:28]([N:29]=2)=[C:27]([N:30]2[CH2:35][CH2:34][O:33][CH2:32][CH2:31]2)[N:26]=[C:25]([C:36]2[CH:37]=[N:38][C:39]([NH2:42])=[N:40][CH:41]=2)[N:24]=3)[CH2:16]1)[CH3:14].C(N(CC)CC)C.[C:55](O)(=[O:59])[C@H:56]([CH3:58])[OH:57].ON1C2C=CC=CC=2N=N1, predict the reaction product. (3) Given the reactants [NH2:1][C:2]([C:4]1[C:5]2[NH:13][N:12]=[C:11]([CH:14]3[CH2:19][CH2:18][N:17]([C:20]([O:22][C:23]([CH3:26])([CH3:25])[CH3:24])=[O:21])[CH2:16][CH2:15]3)[C:6]=2[N:7]=[C:8](Br)[N:9]=1)=[O:3].[C:27]1(B(O)O)[CH:32]=[CH:31][CH:30]=[CH:29][CH:28]=1.C([O-])([O-])=O.[K+].[K+], predict the reaction product. The product is: [NH2:1][C:2]([C:4]1[C:5]2[NH:13][N:12]=[C:11]([CH:14]3[CH2:19][CH2:18][N:17]([C:20]([O:22][C:23]([CH3:26])([CH3:25])[CH3:24])=[O:21])[CH2:16][CH2:15]3)[C:6]=2[N:7]=[C:8]([C:27]2[CH:32]=[CH:31][CH:30]=[CH:29][CH:28]=2)[N:9]=1)=[O:3]. (4) Given the reactants C(OC([N:8]1[CH2:13][CH2:12][N:11]([C:14]2[N:15]=[N:16][C:17]([C:26]([F:29])([F:28])[F:27])=[C:18]([C:20]3[CH:25]=[CH:24][CH:23]=[CH:22][CH:21]=3)[CH:19]=2)[CH2:10][CH2:9]1)=O)(C)(C)C, predict the reaction product. The product is: [C:20]1([C:18]2[CH:19]=[C:14]([N:11]3[CH2:10][CH2:9][NH:8][CH2:13][CH2:12]3)[N:15]=[N:16][C:17]=2[C:26]([F:29])([F:28])[F:27])[CH:21]=[CH:22][CH:23]=[CH:24][CH:25]=1. (5) Given the reactants C(O[C:6]([N:8](C)[CH:9]1[CH2:14][CH2:13][CH:12]([O:15][C:16]2[C:27]3[C:26]4[C@@H:25]([CH2:28][C@H:29]([NH:33]C(=O)OCC5C=CC=CC=5)[C:30](=[O:32])[NH2:31])[CH2:24][CH2:23][C:22]=4[S:21][C:20]=3[N:19]=[CH:18][N:17]=2)[CH2:11][CH2:10]1)=O)(C)(C)C.Cl, predict the reaction product. The product is: [NH2:33][C@@H:29]([CH2:28][C@H:25]1[CH2:24][CH2:23][C:22]2[S:21][C:20]3[N:19]=[CH:18][N:17]=[C:16]([O:15][CH:12]4[CH2:11][CH2:10][CH:9]([NH:8][CH3:6])[CH2:14][CH2:13]4)[C:27]=3[C:26]1=2)[C:30]([NH2:31])=[O:32]. (6) Given the reactants Cl.C[O:3][C:4]1[CH:9]=[CH:8][C:7]([N:10]([C:12]2[C:21]3[C:16](=[CH:17][CH:18]=[CH:19][CH:20]=3)[N:15]=[C:14]([CH3:22])[N:13]=2)[CH3:11])=[CH:6][CH:5]=1.B(Br)(Br)Br, predict the reaction product. The product is: [OH:3][C:4]1[CH:9]=[CH:8][C:7]([N:10]([C:12]2[C:21]3[C:16](=[CH:17][CH:18]=[CH:19][CH:20]=3)[N:15]=[C:14]([CH3:22])[N:13]=2)[CH3:11])=[CH:6][CH:5]=1. (7) The product is: [CH2:26]([N:21]1[CH2:22][CH2:23][O:24][C@@H:19]([C:16]2[CH:15]=[CH:14][C:13]([OH:12])=[CH:18][CH:17]=2)[CH2:20]1)[C:27]1[CH:28]=[CH:29][CH:30]=[CH:31][CH:32]=1. Given the reactants Cl[Si](C)(C)C.[BH4-].[Li+].CS([O:12][C:13]1[CH:18]=[CH:17][C:16]([C@@H:19]2[O:24][CH2:23][C:22](=O)[N:21]([CH2:26][C:27]3[CH:32]=[CH:31][CH:30]=[CH:29][CH:28]=3)[CH2:20]2)=[CH:15][CH:14]=1)(=O)=O.[OH-].[K+], predict the reaction product. (8) Given the reactants Cl[CH2:2][CH2:3][CH2:4][O:5][C:6]1[CH:15]=[CH:14][C:13]2[N:12]=[C:11]([NH2:16])[C:10]3[N:17]=[C:18]([CH2:23][O:24][CH3:25])[N:19]([CH2:20][CH2:21][CH3:22])[C:9]=3[C:8]=2[CH:7]=1.C(=O)([O-])[O-].[K+].[K+].[N:32]1[CH:37]=[CH:36][CH:35]=[CH:34][C:33]=1[N:38]1[CH2:43][CH2:42][NH:41][CH2:40][CH2:39]1, predict the reaction product. The product is: [CH3:25][O:24][CH2:23][C:18]1[N:19]([CH2:20][CH2:21][CH3:22])[C:9]2[C:8]3[CH:7]=[C:6]([O:5][CH2:4][CH2:3][CH2:2][N:41]4[CH2:42][CH2:43][N:38]([C:33]5[CH:34]=[CH:35][CH:36]=[CH:37][N:32]=5)[CH2:39][CH2:40]4)[CH:15]=[CH:14][C:13]=3[N:12]=[C:11]([NH2:16])[C:10]=2[N:17]=1.